From a dataset of Full USPTO retrosynthesis dataset with 1.9M reactions from patents (1976-2016). Predict the reactants needed to synthesize the given product. (1) Given the product [F:14][C:12]([F:13])([F:15])[C:8]1[N:7]=[C:6]([NH:5][C:4]2[N:3]=[C:1]([NH2:2])[NH:19][N:18]=2)[CH:11]=[CH:10][CH:9]=1, predict the reactants needed to synthesize it. The reactants are: [C:1](/[N:3]=[C:4](\SC)/[NH:5][C:6]1[CH:11]=[CH:10][CH:9]=[C:8]([C:12]([F:15])([F:14])[F:13])[N:7]=1)#[N:2].[NH2:18][NH2:19]. (2) Given the product [CH3:41][O:40][C:37]1[CH:36]=[CH:35][C:34]([C:16]2[CH:17]=[CH:18][C:19]([C:20]([NH:22][C:23]3([C:30]([O:32][CH3:33])=[O:31])[CH2:29][CH2:28][CH2:27][CH2:26][CH2:25][CH2:24]3)=[O:21])=[C:14]([NH:13][C:11]([NH:10][C:3]3[C:2]([CH3:1])=[CH:7][C:6]([CH3:8])=[CH:5][C:4]=3[CH3:9])=[O:12])[CH:15]=2)=[CH:39][CH:38]=1, predict the reactants needed to synthesize it. The reactants are: [CH3:1][C:2]1[CH:7]=[C:6]([CH3:8])[CH:5]=[C:4]([CH3:9])[C:3]=1[N:10]=[C:11]=[O:12].[NH2:13][C:14]1[CH:15]=[C:16]([C:34]2[CH:39]=[CH:38][C:37]([O:40][CH3:41])=[CH:36][CH:35]=2)[CH:17]=[CH:18][C:19]=1[C:20]([NH:22][C:23]1([C:30]([O:32][CH3:33])=[O:31])[CH2:29][CH2:28][CH2:27][CH2:26][CH2:25][CH2:24]1)=[O:21].CCCCCC.C(OCC)(=O)C. (3) The reactants are: Br[C:2]1[CH:7]=[CH:6][C:5]([C:8]2[N:9]([CH2:14][C@@H:15]3[CH2:19][CH2:18][N:17]([C:20]([CH:22]4[CH2:24][CH2:23]4)=[O:21])[CH2:16]3)[C:10](=[O:13])[NH:11][N:12]=2)=[C:4]([Cl:25])[CH:3]=1.CC1(C)C(C)(C)OB([C:34]2[CH:35]=[C:36]3[C:40](=[CH:41][CH:42]=2)[NH:39][CH:38]=[CH:37]3)O1.C([O-])([O-])=O.[K+].[K+].O1CCOCC1. Given the product [Cl:25][C:4]1[CH:3]=[C:2]([C:34]2[CH:35]=[C:36]3[C:40](=[CH:41][CH:42]=2)[NH:39][CH:38]=[CH:37]3)[CH:7]=[CH:6][C:5]=1[C:8]1[N:9]([CH2:14][C@@H:15]2[CH2:19][CH2:18][N:17]([C:20]([CH:22]3[CH2:24][CH2:23]3)=[O:21])[CH2:16]2)[C:10](=[O:13])[NH:11][N:12]=1, predict the reactants needed to synthesize it. (4) Given the product [O:27]1[CH2:28][CH2:29][O:30][C:25]2[CH:24]=[C:23]([NH:21][C:22]3[N:8]4[C:3]([O:2][CH3:1])=[CH:4][CH:5]=[CH:6][C:7]4=[N:9][C:13]=3[C:12]3[C:11]([F:10])=[C:18]([OH:19])[CH:17]=[CH:16][C:15]=3[F:20])[CH:32]=[CH:31][C:26]1=2, predict the reactants needed to synthesize it. The reactants are: [CH3:1][O:2][C:3]1[N:8]=[C:7]([NH2:9])[CH:6]=[CH:5][CH:4]=1.[F:10][C:11]1[C:18]([OH:19])=[CH:17][CH:16]=[C:15]([F:20])[C:12]=1[CH:13]=O.[N+:21]([C:23]1[CH:32]=[CH:31][C:26]2[O:27][CH2:28][CH2:29][O:30][C:25]=2[CH:24]=1)#[C-:22]. (5) Given the product [Cl:23][C:24]1[CH:31]=[CH:30][CH:29]=[CH:28][C:25]=1[CH2:26][NH:27][C:20]([C:17]1[CH:16]=[CH:15][C:14]([C:3]2[CH:4]=[C:5]([C:8]3[O:9][C:10]([CH3:13])=[N:11][N:12]=3)[CH:6]=[CH:7][C:2]=2[CH3:1])=[CH:19][CH:18]=1)=[O:21], predict the reactants needed to synthesize it. The reactants are: [CH3:1][C:2]1[CH:7]=[CH:6][C:5]([C:8]2[O:9][C:10]([CH3:13])=[N:11][N:12]=2)=[CH:4][C:3]=1[C:14]1[CH:19]=[CH:18][C:17]([C:20](O)=[O:21])=[CH:16][CH:15]=1.[Cl:23][C:24]1[CH:31]=[CH:30][CH:29]=[CH:28][C:25]=1[CH2:26][NH2:27]. (6) Given the product [ClH:26].[Cl:26][C:22]1[CH:23]=[C:24]2[C:19](=[CH:20][CH:21]=1)[NH:18][C:17]([S:14]([N:11]1[CH2:12][CH2:13][N:8]([C:6]([C:70]3[S:69][C:66]4[CH2:67][NH:68][CH:63]([CH3:62])[CH2:64][C:65]=4[N:71]=3)=[O:7])[CH:9]([CH2:27][C:28]([N:30]3[CH2:35][CH2:34][O:33][CH2:32][CH2:31]3)=[O:29])[CH2:10]1)(=[O:16])=[O:15])=[CH:25]2, predict the reactants needed to synthesize it. The reactants are: C(O[C:6]([N:8]1[CH2:13][CH2:12][N:11]([S:14]([C:17]2[NH:18][C:19]3[C:24]([CH:25]=2)=[CH:23][C:22]([Cl:26])=[CH:21][CH:20]=3)(=[O:16])=[O:15])[CH2:10][CH:9]1[CH2:27][C:28]([N:30]1[CH2:35][CH2:34][O:33][CH2:32][CH2:31]1)=[O:29])=[O:7])(C)(C)C.Cl.C(O)C.ON1C2C=CC=CC=2N=N1.Cl.CN(C)CCCN=C=NCC.[CH3:62][CH:63]1[NH:68][CH2:67][C:66]2[S:69][C:70](C([O-])=O)=[N:71][C:65]=2[CH2:64]1.[Li+].CN1CCOCC1.